Predict the product of the given reaction. From a dataset of Forward reaction prediction with 1.9M reactions from USPTO patents (1976-2016). (1) Given the reactants [F:1][C:2]1[CH:11]=[CH:10][C:9]2[NH:8][C:7](=[O:12])[C:6]3=[C:13]([CH3:22])[N:14]([CH:16]4[CH2:21][CH2:20][CH2:19][CH2:18][O:17]4)[N:15]=[C:5]3[C:4]=2[CH:3]=1.C([O-])([O-])=O.[Cs+].[Cs+].[C:29]([O:33][C:34](=[O:41])[NH:35][CH2:36][C@@H:37]([CH3:40])[CH2:38]Br)([CH3:32])([CH3:31])[CH3:30], predict the reaction product. The product is: [C:29]([O:33][C:34](=[O:41])[NH:35][CH2:36][C@@H:37]([CH3:38])[CH2:40][N:8]1[C:9]2[CH:10]=[CH:11][C:2]([F:1])=[CH:3][C:4]=2[C:5]2=[N:15][N:14]([CH:16]3[CH2:21][CH2:20][CH2:19][CH2:18][O:17]3)[C:13]([CH3:22])=[C:6]2[C:7]1=[O:12])([CH3:32])([CH3:31])[CH3:30]. (2) Given the reactants [Cl:1][C:2]1[C:19]([N+:20]([O-])=O)=[CH:18][C:17]([Cl:23])=[CH:16][C:3]=1[CH2:4][C:5]1[N:6]=[CH:7][N:8]([S:10]([N:13]([CH3:15])[CH3:14])(=[O:12])=[O:11])[CH:9]=1.[Cl-].[NH4+], predict the reaction product. The product is: [NH2:20][C:19]1[C:2]([Cl:1])=[C:3]([CH:16]=[C:17]([Cl:23])[CH:18]=1)[CH2:4][C:5]1[N:6]=[CH:7][N:8]([S:10]([N:13]([CH3:15])[CH3:14])(=[O:12])=[O:11])[CH:9]=1. (3) Given the reactants Cl.[CH:2]([O:5][C:6]1[CH:11]=[CH:10][C:9]([C:12]([N:14]2[CH2:19][CH2:18][C:17]3([O:24][CH:23]([C:25]4[O:29]N=[C:27]([CH3:30])[N:26]=4)[CH2:22][NH:21][CH2:20]3)[CH2:16][CH2:15]2)=[O:13])=[CH:8][C:7]=1[CH3:31])([CH3:4])[CH3:3].FC(F)(F)S(O[CH2:38][C:39]([F:42])([F:41])[F:40])(=O)=O.[C:45]([O-])(O)=O.[Na+], predict the reaction product. The product is: [CH:2]([O:5][C:6]1[CH:11]=[CH:10][C:9]([C:12]([N:14]2[CH2:19][CH2:18][C:17]3([O:24][CH:23]([C:25]4[O:29][C:30]([CH3:45])=[CH:27][N:26]=4)[CH2:22][N:21]([CH2:38][C:39]([F:42])([F:41])[F:40])[CH2:20]3)[CH2:16][CH2:15]2)=[O:13])=[CH:8][C:7]=1[CH3:31])([CH3:3])[CH3:4].